This data is from Full USPTO retrosynthesis dataset with 1.9M reactions from patents (1976-2016). The task is: Predict the reactants needed to synthesize the given product. Given the product [NH:1]1[C:5]2[CH:6]=[CH:7][C:8]([C:10]([N:25]3[CH2:26][CH2:27][CH2:28][C@@H:29]4[C:30]5[CH:31]=[C:19]([C:13]6[CH:18]=[CH:17][CH:16]=[CH:15][CH:14]=6)[CH:20]=[CH:21][C:22]=5[CH2:23][C@H:24]34)=[O:12])=[CH:9][C:4]=2[N:3]=[CH:2]1, predict the reactants needed to synthesize it. The reactants are: [NH:1]1[C:5]2[CH:6]=[CH:7][C:8]([C:10]([OH:12])=O)=[CH:9][C:4]=2[N:3]=[CH:2]1.[C:13]1([C:19]2[CH:20]=[CH:21][C:22]3[CH2:23][C@H:24]4[C@@H:29]([C:30]=3[CH:31]=2)[CH2:28][CH2:27][CH2:26][NH:25]4)[CH:18]=[CH:17][CH:16]=[CH:15][CH:14]=1.